Dataset: Reaction yield outcomes from USPTO patents with 853,638 reactions. Task: Predict the reaction yield, written as a fraction of the theoretical maximum amount of product (1.0 means a 100% yield; for example, 0.34 means a 34% yield). (1) The reactants are [NH2:1][C:2]1[CH:3]=[C:4]([CH:21]=[CH:22][CH:23]=1)[O:5][C:6]1[CH:7]=[CH:8][C:9]2[N:10]([CH:12]=[C:13]([NH:15][C:16]([CH:18]3[CH2:20][CH2:19]3)=[O:17])[N:14]=2)[N:11]=1.[S:24]1[CH:28]=[CH:27][N:26]=[C:25]1[C:29](Cl)=[O:30]. The catalyst is CN1CCCC1=O. The product is [CH:18]1([C:16]([NH:15][C:13]2[N:14]=[C:9]3[CH:8]=[CH:7][C:6]([O:5][C:4]4[CH:3]=[C:2]([NH:1][C:29]([C:25]5[S:24][CH:28]=[CH:27][N:26]=5)=[O:30])[CH:23]=[CH:22][CH:21]=4)=[N:11][N:10]3[CH:12]=2)=[O:17])[CH2:20][CH2:19]1. The yield is 0.650. (2) The reactants are [C:1]([O:10]C)(=O)[C:2]1[C:3](=[CH:5][CH:6]=[CH:7][CH:8]=1)[SH:4].[CH2:12]([NH:19][C:20]([C:22]1[CH:27]=[CH:26][CH:25]=[C:24]([C:28]#[N:29])[N:23]=1)=[O:21])[C:13]1[CH:18]=[CH:17][CH:16]=[CH:15][CH:14]=1.C(N(CC)CC)C. The catalyst is C1(C)C=CC=CC=1. The product is [CH2:12]([NH:19][C:20]([C:22]1[CH:27]=[CH:26][CH:25]=[C:24]([C:28]2[S:4][C:3]3[CH:5]=[CH:6][CH:7]=[CH:8][C:2]=3[C:1](=[O:10])[N:29]=2)[N:23]=1)=[O:21])[C:13]1[CH:18]=[CH:17][CH:16]=[CH:15][CH:14]=1. The yield is 0.970. (3) The reactants are [OH-].[Na+].C[O:4][C:5](=[O:40])[CH2:6][C:7]1[CH:8]=[N:9][CH:10]=[C:11]([C:13]2[CH:18]=[CH:17][C:16]([C:19]([CH2:37][CH3:38])([C:22]3[CH:27]=[CH:26][C:25]([CH2:28][CH2:29][C:30]([CH2:34][CH3:35])([OH:33])[CH2:31][CH3:32])=[C:24]([CH3:36])[CH:23]=3)[CH2:20][CH3:21])=[CH:15][C:14]=2[CH3:39])[CH:12]=1.Cl. The catalyst is CO. The product is [CH2:20]([C:19]([C:16]1[CH:17]=[CH:18][C:13]([C:11]2[CH:12]=[C:7]([CH2:6][C:5]([OH:40])=[O:4])[CH:8]=[N:9][CH:10]=2)=[C:14]([CH3:39])[CH:15]=1)([C:22]1[CH:27]=[CH:26][C:25]([CH2:28][CH2:29][C:30]([CH2:31][CH3:32])([OH:33])[CH2:34][CH3:35])=[C:24]([CH3:36])[CH:23]=1)[CH2:37][CH3:38])[CH3:21]. The yield is 1.00.